Dataset: NCI-60 drug combinations with 297,098 pairs across 59 cell lines. Task: Regression. Given two drug SMILES strings and cell line genomic features, predict the synergy score measuring deviation from expected non-interaction effect. (1) Drug 1: CC=C1C(=O)NC(C(=O)OC2CC(=O)NC(C(=O)NC(CSSCCC=C2)C(=O)N1)C(C)C)C(C)C. Drug 2: C(CC(=O)O)C(=O)CN.Cl. Cell line: MOLT-4. Synergy scores: CSS=32.9, Synergy_ZIP=-7.71, Synergy_Bliss=-7.77, Synergy_Loewe=-41.0, Synergy_HSA=-9.63. (2) Drug 1: CC1C(C(=O)NC(C(=O)N2CCCC2C(=O)N(CC(=O)N(C(C(=O)O1)C(C)C)C)C)C(C)C)NC(=O)C3=C4C(=C(C=C3)C)OC5=C(C(=O)C(=C(C5=N4)C(=O)NC6C(OC(=O)C(N(C(=O)CN(C(=O)C7CCCN7C(=O)C(NC6=O)C(C)C)C)C)C(C)C)C)N)C. Drug 2: C1CN1P(=S)(N2CC2)N3CC3. Cell line: SW-620. Synergy scores: CSS=13.5, Synergy_ZIP=-0.627, Synergy_Bliss=1.17, Synergy_Loewe=-3.55, Synergy_HSA=-0.247. (3) Drug 1: CCC(=C(C1=CC=CC=C1)C2=CC=C(C=C2)OCCN(C)C)C3=CC=CC=C3.C(C(=O)O)C(CC(=O)O)(C(=O)O)O. Drug 2: C(=O)(N)NO. Cell line: HS 578T. Synergy scores: CSS=3.37, Synergy_ZIP=-2.23, Synergy_Bliss=-4.23, Synergy_Loewe=-18.4, Synergy_HSA=-3.42. (4) Drug 1: CC1=C(C(CCC1)(C)C)C=CC(=CC=CC(=CC(=O)O)C)C. Drug 2: C1=NC2=C(N=C(N=C2N1C3C(C(C(O3)CO)O)F)Cl)N. Cell line: T-47D. Synergy scores: CSS=-1.26, Synergy_ZIP=-1.37, Synergy_Bliss=1.80, Synergy_Loewe=-5.98, Synergy_HSA=-4.55. (5) Drug 1: C1=C(C(=O)NC(=O)N1)F. Drug 2: CC(C1=C(C=CC(=C1Cl)F)Cl)OC2=C(N=CC(=C2)C3=CN(N=C3)C4CCNCC4)N. Cell line: NCI-H522. Synergy scores: CSS=9.37, Synergy_ZIP=-9.85, Synergy_Bliss=-9.30, Synergy_Loewe=-11.2, Synergy_HSA=-9.88. (6) Synergy scores: CSS=19.8, Synergy_ZIP=-5.38, Synergy_Bliss=2.47, Synergy_Loewe=-3.01, Synergy_HSA=1.98. Cell line: MCF7. Drug 1: CC1=C(C(=O)C2=C(C1=O)N3CC4C(C3(C2COC(=O)N)OC)N4)N. Drug 2: C1C(C(OC1N2C=NC(=NC2=O)N)CO)O. (7) Drug 2: CS(=O)(=O)OCCCCOS(=O)(=O)C. Drug 1: CCC1=CC2CC(C3=C(CN(C2)C1)C4=CC=CC=C4N3)(C5=C(C=C6C(=C5)C78CCN9C7C(C=CC9)(C(C(C8N6C)(C(=O)OC)O)OC(=O)C)CC)OC)C(=O)OC.C(C(C(=O)O)O)(C(=O)O)O. Cell line: UACC-257. Synergy scores: CSS=14.6, Synergy_ZIP=-3.37, Synergy_Bliss=1.98, Synergy_Loewe=-30.8, Synergy_HSA=-2.20. (8) Drug 1: CC1=C(C(CCC1)(C)C)C=CC(=CC=CC(=CC(=O)O)C)C. Drug 2: CCC1=C2CN3C(=CC4=C(C3=O)COC(=O)C4(CC)O)C2=NC5=C1C=C(C=C5)O. Cell line: TK-10. Synergy scores: CSS=11.4, Synergy_ZIP=-1.78, Synergy_Bliss=1.22, Synergy_Loewe=-15.8, Synergy_HSA=-2.48. (9) Drug 1: C1CN1C2=NC(=NC(=N2)N3CC3)N4CC4. Drug 2: CCC1(C2=C(COC1=O)C(=O)N3CC4=CC5=C(C=CC(=C5CN(C)C)O)N=C4C3=C2)O.Cl. Cell line: HCT116. Synergy scores: CSS=72.2, Synergy_ZIP=0.581, Synergy_Bliss=-0.451, Synergy_Loewe=0.903, Synergy_HSA=4.36.